The task is: Predict the reaction yield, written as a fraction of the theoretical maximum amount of product (1.0 means a 100% yield; for example, 0.34 means a 34% yield).. This data is from Reaction yield outcomes from USPTO patents with 853,638 reactions. (1) The reactants are [Br:1][C:2]1[CH:9]=[CH:8][CH:7]=[CH:6][C:3]=1[CH2:4][OH:5].[H-].[Na+].F[C:13]1[CH:14]=[C:15]([CH:18]=[CH:19][C:20]=1[O:21][CH3:22])[C:16]#[N:17]. The catalyst is CN(C=O)C. The product is [Br:1][C:2]1[CH:9]=[CH:8][CH:7]=[CH:6][C:3]=1[CH2:4][O:5][C:13]1[CH:14]=[C:15]([CH:18]=[CH:19][C:20]=1[O:21][CH3:22])[C:16]#[N:17]. The yield is 0.710. (2) The reactants are C1C=C[NH+]=CC=1.[O-][Cr](Cl)(=O)=O.[OH:12][CH2:13][C:14]1[CH:15]=[C:16]([C:20]2[NH:24][C:23](=[O:25])[O:22][N:21]=2)[CH:17]=[CH:18][CH:19]=1.ClCCl. The catalyst is O1CCCC1. The product is [O:25]=[C:23]1[O:22][N:21]=[C:20]([C:16]2[CH:15]=[C:14]([CH:19]=[CH:18][CH:17]=2)[CH:13]=[O:12])[NH:24]1. The yield is 0.720. (3) The reactants are Cl.Cl.[C:3]([C:7]1[O:11][N:10]=[C:9]([NH:12][C:13]([NH:15][C:16]2[CH:21]=[CH:20][CH:19]=[C:18]([O:22][C:23]3[C:32]4[C:27](=[CH:28][C:29]([O:35][C@H:36]5[CH2:40][CH2:39][NH:38][CH2:37]5)=[C:30]([O:33][CH3:34])[CH:31]=4)[N:26]=[CH:25][N:24]=3)[CH:17]=2)=[O:14])[CH:8]=1)([CH3:6])([CH3:5])[CH3:4].C=O.Cl[CH2:44]CCl.[C:47]([O:50][BH-]([O:50][C:47](=[O:49])[CH3:48])[O:50][C:47](=[O:49])[CH3:48])(=[O:49])[CH3:48].[Na+]. The catalyst is O.CN(C)C=O. The product is [C:47]([OH:50])(=[O:49])[CH3:48].[C:3]([C:7]1[O:11][N:10]=[C:9]([NH:12][C:13]([NH:15][C:16]2[CH:21]=[CH:20][CH:19]=[C:18]([O:22][C:23]3[C:32]4[C:27](=[CH:28][C:29]([O:35][C@H:36]5[CH2:40][CH2:39][N:38]([CH3:44])[CH2:37]5)=[C:30]([O:33][CH3:34])[CH:31]=4)[N:26]=[CH:25][N:24]=3)[CH:17]=2)=[O:14])[CH:8]=1)([CH3:6])([CH3:4])[CH3:5]. The yield is 0.250. (4) The reactants are [CH3:1][C:2]1[N:7]=[C:6]([O:8][C:9]2[CH:17]=[CH:16][C:12]([C:13](O)=[O:14])=[CH:11][CH:10]=2)[CH:5]=[CH:4][C:3]=1[CH2:18][N:19]1[CH2:24][CH2:23][CH:22]([N:25]2[C@H:29]([C:30]3[CH:35]=[CH:34][CH:33]=[CH:32][CH:31]=3)[CH2:28][N:27]([CH:36]3[CH2:41][CH2:40][O:39][CH2:38][CH2:37]3)[C:26]2=[O:42])[CH2:21][CH2:20]1.[H-].[H-].[H-].[H-].[Li+].[Al+3].O.[OH-].[Na+]. The catalyst is C1COCC1. The product is [OH:14][CH2:13][C:12]1[CH:11]=[CH:10][C:9]([O:8][C:6]2[N:7]=[C:2]([CH3:1])[C:3]([CH2:18][N:19]3[CH2:24][CH2:23][CH:22]([N:25]4[C@H:29]([C:30]5[CH:35]=[CH:34][CH:33]=[CH:32][CH:31]=5)[CH2:28][N:27]([CH:36]5[CH2:41][CH2:40][O:39][CH2:38][CH2:37]5)[C:26]4=[O:42])[CH2:21][CH2:20]3)=[CH:4][CH:5]=2)=[CH:17][CH:16]=1. The yield is 0.960. (5) The reactants are CCN(C(C)C)C(C)C.C1C=CC2N(O)N=NC=2C=1.CCN=C=NCCCN(C)C.[N:31]1([C:36]2[CH:44]=[CH:43][C:39]([C:40]([OH:42])=O)=[CH:38][N:37]=2)[CH2:35][CH2:34][CH2:33][CH2:32]1.Cl.[NH2:46][CH2:47][C:48]([N:50]1[CH2:55][CH2:54][N:53]([C:56](=[O:68])[C:57]2[CH:62]=[C:61]([F:63])[CH:60]=[CH:59][C:58]=2[C:64]([F:67])([F:66])[F:65])[CH2:52][CH2:51]1)=[O:49].FC1C=CC(C(F)(F)F)=C(C=1)C(O)=O. The catalyst is CN(C=O)C.O. The product is [F:63][C:61]1[CH:60]=[CH:59][C:58]([C:64]([F:66])([F:65])[F:67])=[C:57]([CH:62]=1)[C:56]([N:53]1[CH2:54][CH2:55][N:50]([C:48](=[O:49])[CH2:47][NH:46][C:40](=[O:42])[C:39]2[CH:43]=[CH:44][C:36]([N:31]3[CH2:32][CH2:33][CH2:34][CH2:35]3)=[N:37][CH:38]=2)[CH2:51][CH2:52]1)=[O:68]. The yield is 0.380. (6) The reactants are [F:1][C:2]1[CH:3]=[C:4]([NH:9][C:10]([CH3:14])([CH3:13])[C:11]#N)[CH:5]=[CH:6][C:7]=1[OH:8].[N:15]([C:18]1[CH:25]=[CH:24][C:21]([C:22]#[N:23])=[C:20]([C:26]([F:29])([F:28])[F:27])[CH:19]=1)=[C:16]=[S:17].C[OH:31].Cl. The catalyst is CN(C)C(=O)C.O. The product is [F:1][C:2]1[CH:3]=[C:4]([N:9]2[C:10]([CH3:14])([CH3:13])[C:11](=[O:31])[N:15]([C:18]3[CH:25]=[CH:24][C:21]([C:22]#[N:23])=[C:20]([C:26]([F:27])([F:29])[F:28])[CH:19]=3)[C:16]2=[S:17])[CH:5]=[CH:6][C:7]=1[OH:8]. The yield is 0.917. (7) The reactants are [N:1]1[CH:6]=[CH:5][CH:4]=[CH:3][C:2]=1[O:7][CH2:8][C:9]1[CH:14]=[CH:13][C:12]([CH2:15][C:16](Cl)=[N:17][OH:18])=[CH:11][CH:10]=1.[C:20]([C:22]1[C:23]([NH2:28])=[N:24][CH:25]=[CH:26][CH:27]=1)#[CH:21].C(N(CC)CC)C.O. The catalyst is O1CCCC1. The product is [N:1]1[CH:6]=[CH:5][CH:4]=[CH:3][C:2]=1[O:7][CH2:8][C:9]1[CH:14]=[CH:13][C:12]([CH2:15][C:16]2[CH:21]=[C:20]([C:22]3[C:23]([NH2:28])=[N:24][CH:25]=[CH:26][CH:27]=3)[O:18][N:17]=2)=[CH:11][CH:10]=1. The yield is 0.260. (8) The reactants are CO.[F:3][C:4]1[CH:9]=[CH:8][C:7]([F:10])=[CH:6][C:5]=1[C@H:11]1[CH2:15][CH2:14][CH2:13][N:12]1[C:16]1[CH:21]=[CH:20][N:19]2[N:22]=[CH:23][C:24]([NH:25][C:26](=[O:30])[N:27]([CH3:29])[CH3:28])=[C:18]2[N:17]=1.[ClH:31]. The catalyst is O1CCOCC1. The product is [ClH:31].[F:3][C:4]1[CH:9]=[CH:8][C:7]([F:10])=[CH:6][C:5]=1[C@H:11]1[CH2:15][CH2:14][CH2:13][N:12]1[C:16]1[CH:21]=[CH:20][N:19]2[N:22]=[CH:23][C:24]([NH:25][C:26](=[O:30])[N:27]([CH3:28])[CH3:29])=[C:18]2[N:17]=1. The yield is 0.720. (9) The reactants are [NH:1]1[CH:5]=[CH:4][N:3]=[C:2]1[NH:6][C:7]([C:9]1[C:17]2[N:16]=[C:15]([NH:18][C:19]([C:21]3[CH:22]=[C:23]4[C:28](=[CH:29][CH:30]=3)[CH2:27][NH:26][CH2:25][CH2:24]4)=[O:20])[NH:14][C:13]=2[CH:12]=[CH:11][CH:10]=1)=[O:8].[CH:31](=O)[C:32]1[CH:37]=[CH:36][CH:35]=[CH:34][CH:33]=1.C(O[BH-](OC(=O)C)OC(=O)C)(=O)C.[Na+]. The catalyst is CN(C=O)C. The product is [NH:3]1[CH:4]=[CH:5][N:1]=[C:2]1[NH:6][C:7]([C:9]1[C:17]2[N:16]=[C:15]([NH:18][C:19]([C:21]3[CH:22]=[C:23]4[C:28](=[CH:29][CH:30]=3)[CH2:27][N:26]([CH2:31][C:32]3[CH:37]=[CH:36][CH:35]=[CH:34][CH:33]=3)[CH2:25][CH2:24]4)=[O:20])[NH:14][C:13]=2[CH:12]=[CH:11][CH:10]=1)=[O:8]. The yield is 0.490.